From a dataset of Peptide-MHC class II binding affinity with 134,281 pairs from IEDB. Regression. Given a peptide amino acid sequence and an MHC pseudo amino acid sequence, predict their binding affinity value. This is MHC class II binding data. (1) The peptide sequence is NSFTAPNESYKKQVT. The MHC is DRB4_0101 with pseudo-sequence DRB4_0103. The binding affinity (normalized) is 0.119. (2) The peptide sequence is DQEYHRLIHSLSKTS. The MHC is DRB1_0101 with pseudo-sequence DRB1_0101. The binding affinity (normalized) is 1.00.